Dataset: Catalyst prediction with 721,799 reactions and 888 catalyst types from USPTO. Task: Predict which catalyst facilitates the given reaction. Reactant: [C:1]1([CH3:25])[CH:6]=[CH:5][CH:4]=[CH:3][C:2]=1[CH:7]1[CH2:16][CH2:15][C:14]2[C:9](=[CH:10][CH:11]=[C:12]([O:17][CH:18]3[CH2:23][CH2:22][C:21](=O)[CH2:20][CH2:19]3)[CH:13]=2)[O:8]1.[CH3:26][N:27]1[C:31]([CH3:32])=[C:30]([CH2:33][NH2:34])[C:29]([CH3:35])=[N:28]1.C([BH3-])#N.[Na+]. Product: [C:1]1([CH3:25])[CH:6]=[CH:5][CH:4]=[CH:3][C:2]=1[CH:7]1[CH2:16][CH2:15][C:14]2[C:9](=[CH:10][CH:11]=[C:12]([O:17][CH:18]3[CH2:23][CH2:22][CH:21]([NH:34][CH2:33][C:30]4[C:29]([CH3:35])=[N:28][N:27]([CH3:26])[C:31]=4[CH3:32])[CH2:20][CH2:19]3)[CH:13]=2)[O:8]1. The catalyst class is: 130.